Task: Predict the reaction yield, written as a fraction of the theoretical maximum amount of product (1.0 means a 100% yield; for example, 0.34 means a 34% yield).. Dataset: Reaction yield outcomes from USPTO patents with 853,638 reactions (1) The reactants are [NH2:1][CH2:2][C:3]([NH:5][S:6]([C:9]1[CH:14]=[CH:13][C:12]([C:15]2[C:16]([C:21]3[CH:26]=[CH:25][CH:24]=[CH:23][CH:22]=3)=[N:17][O:18][C:19]=2[CH3:20])=[CH:11][CH:10]=1)(=[O:8])=[O:7])=[O:4].C(N(CC)CC)C.[C:34](OC(=O)C)(=[O:36])[CH3:35]. The catalyst is C(#N)C. The product is [C:34]([NH:1][CH2:2][C:3]([NH:5][S:6]([C:9]1[CH:10]=[CH:11][C:12]([C:15]2[C:16]([C:21]3[CH:26]=[CH:25][CH:24]=[CH:23][CH:22]=3)=[N:17][O:18][C:19]=2[CH3:20])=[CH:13][CH:14]=1)(=[O:8])=[O:7])=[O:4])(=[O:36])[CH3:35]. The yield is 0.780. (2) The reactants are [CH2:1]([O:8][CH2:9][O:10][C@@H:11]([CH3:14])[CH2:12][OH:13])[C:2]1[CH:7]=[CH:6][CH:5]=[CH:4][CH:3]=1.[C:15]1([CH3:25])[CH:20]=[CH:19][C:18]([S:21](Cl)(=[O:23])=[O:22])=[CH:17][CH:16]=1. The catalyst is ClCCl.N1C=CC=CC=1.C(OCC)(=O)C. The product is [CH3:25][C:15]1[CH:20]=[CH:19][C:18]([S:21]([O:13][CH2:12][C@@H:11]([O:10][CH2:9][O:8][CH2:1][C:2]2[CH:7]=[CH:6][CH:5]=[CH:4][CH:3]=2)[CH3:14])(=[O:23])=[O:22])=[CH:17][CH:16]=1. The yield is 0.840. (3) The reactants are [CH3:1][NH:2][C@@H:3]1[CH2:8][CH2:7][C@H:6]([OH:9])[CH2:5][CH2:4]1.C([O-])(O)=O.[Na+].Cl[C:16]([O:18][CH2:19][C:20]1[CH:25]=[CH:24][CH:23]=[CH:22][CH:21]=1)=[O:17]. The catalyst is CCOC(C)=O. The product is [CH2:19]([O:18][C:16](=[O:17])[N:2]([C@H:3]1[CH2:8][CH2:7][C@@H:6]([OH:9])[CH2:5][CH2:4]1)[CH3:1])[C:20]1[CH:25]=[CH:24][CH:23]=[CH:22][CH:21]=1. The yield is 0.680. (4) The reactants are [CH3:1][O:2][C:3](=[O:36])[C@H:4]([CH2:17][C:18]1[CH:23]=[CH:22][C:21]([NH:24][C:25](=[O:35])[C@H:26]([NH2:34])[CH2:27][C:28]2[CH:29]=[N:30][CH:31]=[CH:32][CH:33]=2)=[CH:20][CH:19]=1)[NH:5][C:6]([C:8]1[C:13]([CH3:14])=[CH:12][CH:11]=[CH:10][C:9]=1[CH2:15][CH3:16])=[S:7].[CH:37](=O)[C:38]1[CH:43]=[CH:42][CH:41]=[CH:40][CH:39]=1.[C:45](OC(=O)C)(=[O:47])[CH3:46]. The catalyst is ClCCl.C(OC)(OC)OC. The product is [CH3:1][O:2][C:3](=[O:36])[C@H:4]([CH2:17][C:18]1[CH:23]=[CH:22][C:21]([N:24]2[C:25](=[O:35])[C@@H:26]([CH2:27][C:28]3[CH:29]=[N:30][CH:31]=[CH:32][CH:33]=3)[N:34]([C:45](=[O:47])[CH3:46])[C@@H:37]2[C:38]2[CH:43]=[CH:42][CH:41]=[CH:40][CH:39]=2)=[CH:20][CH:19]=1)[NH:5][C:6]([C:8]1[C:13]([CH3:14])=[CH:12][CH:11]=[CH:10][C:9]=1[CH2:15][CH3:16])=[S:7]. The yield is 0.670. (5) The reactants are [CH3:1][CH:2]1[CH2:10][CH:9]([OH:11])[C:5](=[C:6]([CH3:8])[CH3:7])[CH2:4][CH2:3]1. The catalyst is [Pd].[C].C(OCC)(=O)C. The product is [CH3:1][C@H:2]1[CH2:10][C@@H:9]([OH:11])[C@@H:5]([CH:6]([CH3:8])[CH3:7])[CH2:4][CH2:3]1. The yield is 0.900. (6) The reactants are [CH3:1][C:2]1[C:7]([CH:8]([CH2:13][CH2:14][CH3:15])[C:9]([O:11]C)=[O:10])=[C:6]([C:16]2[CH:21]=[CH:20][CH:19]=[CH:18][CH:17]=2)[N:5]=[C:4]([N:22]2[CH2:27][CH2:26][CH2:25][CH2:24][CH2:23]2)[N:3]=1.[OH-].[Na+]. The catalyst is CO. The product is [CH3:1][C:2]1[C:7]([CH:8]([CH2:13][CH2:14][CH3:15])[C:9]([OH:11])=[O:10])=[C:6]([C:16]2[CH:21]=[CH:20][CH:19]=[CH:18][CH:17]=2)[N:5]=[C:4]([N:22]2[CH2:27][CH2:26][CH2:25][CH2:24][CH2:23]2)[N:3]=1. The yield is 0.800. (7) The reactants are [Br:1][C:2]1[CH:3]=[C:4]2[C:10]([C:11]3[CH:18]=[CH:17][C:14]([CH2:15][NH2:16])=[CH:13][CH:12]=3)=[CH:9][N:8]([S:19]([C:22]3[CH:27]=[CH:26][C:25]([CH3:28])=[CH:24][CH:23]=3)(=[O:21])=[O:20])[C:5]2=[N:6][CH:7]=1.C(N(CC)CC)C.[C:36](OC(=O)C)(=[O:38])[CH3:37].CCOC(C)=O. The catalyst is C(Cl)Cl. The product is [Br:1][C:2]1[CH:3]=[C:4]2[C:10]([C:11]3[CH:12]=[CH:13][C:14]([CH2:15][NH:16][C:36](=[O:38])[CH3:37])=[CH:17][CH:18]=3)=[CH:9][N:8]([S:19]([C:22]3[CH:27]=[CH:26][C:25]([CH3:28])=[CH:24][CH:23]=3)(=[O:20])=[O:21])[C:5]2=[N:6][CH:7]=1. The yield is 0.960.